From a dataset of Forward reaction prediction with 1.9M reactions from USPTO patents (1976-2016). Predict the product of the given reaction. (1) Given the reactants [CH2:1]([N:3]([CH2:35][CH3:36])[CH2:4]/[CH:5]=[CH:6]\[C:7]1[CH:12]=[C:11]([F:13])[CH:10]=[CH:9][C:8]=1[S:14]([NH:17][C:18]1[C:27]([C:28]([O:30][CH3:31])=[O:29])=[C:26]2[C:21]([C:22]3[CH:34]=[CH:33][O:32][C:23]=3[CH2:24][O:25]2)=[CH:20][CH:19]=1)(=[O:16])=[O:15])[CH3:2].BrC1C=C(F)C=CC=1S(NC1C(C(OC)=O)=C2C([C@H]3CCO[C@H]3CO2)=CC=1)(=O)=O.C(N(CC)C/C=C\[Sn](CCCC)(CCCC)CCCC)C, predict the reaction product. The product is: [CH2:35]([N:3]([CH2:1][CH3:2])[CH2:4]/[CH:5]=[CH:6]\[C:7]1[CH:12]=[C:11]([F:13])[CH:10]=[CH:9][C:8]=1[S:14]([NH:17][C:18]1[C:27]([C:28]([O:30][CH3:31])=[O:29])=[C:26]2[C:21]([C@H:22]3[CH2:34][CH2:33][O:32][C@H:23]3[CH2:24][O:25]2)=[CH:20][CH:19]=1)(=[O:15])=[O:16])[CH3:36]. (2) Given the reactants [Br:1][C:2]1[CH:3]=[C:4]([C:11]([C:14]2[CH:15]=[C:16]([CH2:20][OH:21])[CH:17]=[CH:18][CH:19]=2)([CH3:13])[CH3:12])[CH:5]=[C:6]([N+:8]([O-:10])=[O:9])[CH:7]=1.[CH3:22][S:23](Cl)(=[O:25])=[O:24].CCN(C(C)C)C(C)C, predict the reaction product. The product is: [CH3:22][S:23]([O:21][CH2:20][C:16]1[CH:17]=[CH:18][CH:19]=[C:14]([C:11]([C:4]2[CH:5]=[C:6]([N+:8]([O-:10])=[O:9])[CH:7]=[C:2]([Br:1])[CH:3]=2)([CH3:13])[CH3:12])[CH:15]=1)(=[O:25])=[O:24]. (3) Given the reactants [F:1][C:2]1[CH:8]=[C:7]([I:9])[CH:6]=[CH:5][C:3]=1[NH2:4].[Li+].C[Si]([N-][Si](C)(C)C)(C)C.[CH3:20][O:21][CH:22]([O:34][CH3:35])[C:23]1[C:28](F)=[C:27]([N+:30]([O-:32])=[O:31])[CH:26]=[CH:25][C:24]=1[F:33], predict the reaction product. The product is: [CH3:35][O:34][CH:22]([O:21][CH3:20])[C:23]1[C:24]([F:33])=[CH:25][CH:26]=[C:27]([N+:30]([O-:32])=[O:31])[C:28]=1[NH:4][C:3]1[CH:5]=[CH:6][C:7]([I:9])=[CH:8][C:2]=1[F:1]. (4) Given the reactants [N+:1]([C:4]1[CH:13]=[CH:12][CH:11]=[C:10]2[C:5]=1[CH:6]=[CH:7][CH:8]=[N:9]2)([O-:3])=[O:2].[Na+].[Cl-].C(O)(=[O:18])C, predict the reaction product. The product is: [N+:1]([C:4]1[CH:13]=[CH:12][CH:11]=[C:10]2[C:5]=1[CH:6]=[CH:7][CH:8]=[N+:9]2[O-:18])([O-:3])=[O:2]. (5) Given the reactants [NH2:1][C:2]1[C:3]2[C:15]([C:16]3[CH:21]=[CH:20][CH:19]=[C:18]([O:22][CH3:23])[CH:17]=3)=[C:14]([CH3:24])[S:13][C:4]=2[NH:5][C:6](=[O:12])[C:7]=1C(OC)=O.[OH-].[Na+].C1(OC2C=CC=CC=2)C=CC=CC=1, predict the reaction product. The product is: [NH2:1][C:2]1[C:3]2[C:15]([C:16]3[CH:21]=[CH:20][CH:19]=[C:18]([O:22][CH3:23])[CH:17]=3)=[C:14]([CH3:24])[S:13][C:4]=2[NH:5][C:6](=[O:12])[CH:7]=1. (6) Given the reactants [Br:1][C:2]1[CH:7]=[CH:6][C:5]([S:8][C:9]2[C:17]3[C:16](=[O:18])[CH2:15][C:14]([CH3:20])([CH3:19])[CH2:13][C:12]=3[N:11]([CH2:21][C:22]([O:24][CH2:25][CH3:26])=[O:23])[C:10]=2[CH3:27])=[C:4]([S:28](Cl)(=[O:30])=[O:29])[CH:3]=1.[NH:32]1[CH2:36][CH2:35][CH2:34][CH2:33]1, predict the reaction product. The product is: [Br:1][C:2]1[CH:7]=[CH:6][C:5]([S:8][C:9]2[C:17]3[C:16](=[O:18])[CH2:15][C:14]([CH3:20])([CH3:19])[CH2:13][C:12]=3[N:11]([CH2:21][C:22]([O:24][CH2:25][CH3:26])=[O:23])[C:10]=2[CH3:27])=[C:4]([S:28]([N:32]2[CH2:36][CH2:35][CH2:34][CH2:33]2)(=[O:30])=[O:29])[CH:3]=1. (7) Given the reactants Cl.[OH:2][N:3]1[CH:7]=[CH:6][N:5]=[C:4]1[C:8]1[CH:13]=[CH:12][C:11]([O:14][CH3:15])=[CH:10][CH:9]=1.[N:16]1([C:22](Cl)=[O:23])[CH2:21][CH2:20][O:19][CH2:18][CH2:17]1, predict the reaction product. The product is: [CH3:15][O:14][C:11]1[CH:10]=[CH:9][C:8]([C:4]2[N:3]([O:2][C:22]([N:16]3[CH2:21][CH2:20][O:19][CH2:18][CH2:17]3)=[O:23])[CH:7]=[CH:6][N:5]=2)=[CH:13][CH:12]=1. (8) Given the reactants C1C=C([N+]([O-])=O)C2C(=NON=2)C=1N[C@H:14]([C@@H:17]([OH:24])[C@H:18]([OH:23])[C@H:19]([OH:22])[CH2:20][OH:21])[CH:15]=[O:16].[OH2:25], predict the reaction product. The product is: [O:21]=[CH:20][C@@H:19]([C@H:18]([C@@H:17]([C@@H:14]([CH2:15][OH:16])[OH:25])[OH:24])[OH:23])[OH:22].